Task: Regression. Given a peptide amino acid sequence and an MHC pseudo amino acid sequence, predict their binding affinity value. This is MHC class I binding data.. Dataset: Peptide-MHC class I binding affinity with 185,985 pairs from IEDB/IMGT (1) The peptide sequence is NILMDSIFV. The MHC is HLA-A02:02 with pseudo-sequence HLA-A02:02. The binding affinity (normalized) is 0.489. (2) The MHC is Mamu-B17 with pseudo-sequence Mamu-B17. The peptide sequence is WLSTYAVRITW. The binding affinity (normalized) is 0.243. (3) The binding affinity (normalized) is 0.0847. The MHC is HLA-A01:01 with pseudo-sequence HLA-A01:01. The peptide sequence is RYSHWTKL. (4) The peptide sequence is YLGTPNNTY. The MHC is HLA-A02:01 with pseudo-sequence HLA-A02:01. The binding affinity (normalized) is 0.0847. (5) The peptide sequence is LELAEITAE. The MHC is HLA-A02:01 with pseudo-sequence HLA-A02:01. The binding affinity (normalized) is 0.0847. (6) The peptide sequence is FASSRMSTY. The MHC is HLA-B35:01 with pseudo-sequence HLA-B35:01. The binding affinity (normalized) is 1.00.